Predict the reactants needed to synthesize the given product. From a dataset of Retrosynthesis with 50K atom-mapped reactions and 10 reaction types from USPTO. (1) Given the product N#Cc1ccc(-c2ccc3c(c2)CCC(=O)C3)cc1, predict the reactants needed to synthesize it. The reactants are: N#Cc1ccc(B(O)O)cc1.O=C1CCc2cc(Br)ccc2C1. (2) Given the product C[C@H]1CCc2c(ccc(Br)c2OC2CCC2)N1C(=O)C1CC1, predict the reactants needed to synthesize it. The reactants are: BrC1CCC1.C[C@H]1CCc2c(ccc(Br)c2O)N1C(=O)C1CC1. (3) The reactants are: CCOP(=O)(CC#N)OCC.O=C1CCc2ccc3nc(CCCCc4ccccc4)oc3c21. Given the product N#CC=C1CCc2ccc3nc(CCCCc4ccccc4)oc3c21, predict the reactants needed to synthesize it. (4) The reactants are: CC(C)OC(=O)N1CCC(COc2ccc(Br)nc2)CC1.CSc1ccc(B(O)O)c(F)c1. Given the product CSc1ccc(-c2ccc(OCC3CCN(C(=O)OC(C)C)CC3)cn2)c(F)c1, predict the reactants needed to synthesize it. (5) Given the product N#CCc1csc(N)n1, predict the reactants needed to synthesize it. The reactants are: NC(=O)Cc1csc(N)n1. (6) Given the product Cc1cc(/C=N/[S@](=O)C(C)(C)C)ncc1OCc1ccc(F)cc1, predict the reactants needed to synthesize it. The reactants are: CC(C)(C)[S@](N)=O.Cc1cc(C=O)ncc1OCc1ccc(F)cc1.